This data is from Full USPTO retrosynthesis dataset with 1.9M reactions from patents (1976-2016). The task is: Predict the reactants needed to synthesize the given product. (1) Given the product [CH3:1][NH:2][C:3]([C:5]1[C:10]([O:11][C:12]2[CH:17]=[CH:16][CH:15]=[C:14]([NH:18][S:39]([CH2:37][CH3:38])(=[O:41])=[O:40])[C:13]=2[CH3:19])=[CH:9][C:8](=[O:20])[N:7]([CH3:21])[C:6]=1[NH:22][C:23]1[CH:28]=[CH:27][C:26]([I:29])=[CH:25][C:24]=1[F:30])=[O:4], predict the reactants needed to synthesize it. The reactants are: [CH3:1][NH:2][C:3]([C:5]1[C:10]([O:11][C:12]2[CH:17]=[CH:16][CH:15]=[C:14]([NH2:18])[C:13]=2[CH3:19])=[CH:9][C:8](=[O:20])[N:7]([CH3:21])[C:6]=1[NH:22][C:23]1[CH:28]=[CH:27][C:26]([I:29])=[CH:25][C:24]=1[F:30])=[O:4].N1C=CC=CC=1.[CH2:37]([S:39](Cl)(=[O:41])=[O:40])[CH3:38].C(OCC)(=O)C. (2) Given the product [F:25][C:24]([F:27])([F:26])[C:10]1[N:9]=[C:8]([C:4]2[CH:3]=[C:2]([C:32]3[CH:33]=[CH:34][C:29]([NH2:28])=[N:30][CH:31]=3)[CH:7]=[CH:6][CH:5]=2)[CH:13]=[C:12]([C:14]2[CH:19]=[CH:18][C:17]([C:20]([F:23])([F:22])[F:21])=[CH:16][CH:15]=2)[CH:11]=1, predict the reactants needed to synthesize it. The reactants are: Br[C:2]1[CH:3]=[C:4]([C:8]2[CH:13]=[C:12]([C:14]3[CH:19]=[CH:18][C:17]([C:20]([F:23])([F:22])[F:21])=[CH:16][CH:15]=3)[CH:11]=[C:10]([C:24]([F:27])([F:26])[F:25])[N:9]=2)[CH:5]=[CH:6][CH:7]=1.[NH2:28][C:29]1[CH:34]=[CH:33][C:32](B2OC(C)(C)C(C)(C)O2)=[CH:31][N:30]=1. (3) Given the product [C:7]([NH:11][C:12]([C:14]1[S:36][C:17]2[N:18]=[C:19]([S:34][CH3:35])[N:20]=[C:21]([C:22]3[CH:27]=[CH:26][CH:25]=[C:24]([NH:28][S:29]([CH2:32][CH2:33][N:1]4[CH2:6][CH2:5][S:4][CH2:3][CH2:2]4)(=[O:31])=[O:30])[CH:23]=3)[C:16]=2[C:15]=1[NH2:37])=[O:13])([CH3:9])([CH3:8])[CH3:10], predict the reactants needed to synthesize it. The reactants are: [NH:1]1[CH2:6][CH2:5][S:4][CH2:3][CH2:2]1.[C:7]([NH:11][C:12]([C:14]1[S:36][C:17]2[N:18]=[C:19]([S:34][CH3:35])[N:20]=[C:21]([C:22]3[CH:27]=[CH:26][CH:25]=[C:24]([NH:28][S:29]([CH:32]=[CH2:33])(=[O:31])=[O:30])[CH:23]=3)[C:16]=2[C:15]=1[NH2:37])=[O:13])([CH3:10])([CH3:9])[CH3:8]. (4) Given the product [F:19][C:20]1[C:25]([NH:26][C:27]([NH:18][C:10]2[CH:9]=[CH:8][C:13]([S:14]([NH2:17])(=[O:15])=[O:16])=[CH:12][CH:11]=2)=[O:28])=[C:24]([F:29])[C:23]([F:30])=[C:22]([F:31])[C:21]=1[F:32], predict the reactants needed to synthesize it. The reactants are: NC1C=CC([C:8]2[C:13]([S:14]([NH2:17])(=[O:16])=[O:15])=[CH:12][CH:11]=[C:10]([NH2:18])[CH:9]=2)=CC=1.[F:19][C:20]1[C:25]([N:26]=[C:27]=[O:28])=[C:24]([F:29])[C:23]([F:30])=[C:22]([F:31])[C:21]=1[F:32].[K+].[Br-].NC(N)=O. (5) Given the product [CH3:24][O:23][C:16]1[CH:17]=[C:18]([O:21][CH3:22])[CH:19]=[CH:20][C:15]=1[CH2:14][N:11]1[CH2:12][CH:13]=[C:9]([CH2:8][CH2:7][C:6]([OH:26])=[O:5])[C:10]1=[O:25], predict the reactants needed to synthesize it. The reactants are: O[Li].O.C[O:5][C:6](=[O:26])[CH2:7][CH2:8][C:9]1[C:10](=[O:25])[N:11]([CH2:14][C:15]2[CH:20]=[CH:19][C:18]([O:21][CH3:22])=[CH:17][C:16]=2[O:23][CH3:24])[CH2:12][CH:13]=1.Cl.